This data is from Experimentally validated miRNA-target interactions with 360,000+ pairs, plus equal number of negative samples. The task is: Binary Classification. Given a miRNA mature sequence and a target amino acid sequence, predict their likelihood of interaction. The miRNA is hsa-let-7b-5p with sequence UGAGGUAGUAGGUUGUGUGGUU. The protein sequence of the target gene is MAGAIIENMSTKKLCIVGGILLVFQIIAFLVGGLIAPGPTTAVSYMSVKCVDARKNHHKTKWFVPWGPNHCDKIRDIEEAIPREIEANDIVFSVHIPLPHMEMSPWFQFMLFILQLDIAFKLNNQIRENAEVSMDVSLAYRDDAFAEWTEMAHERVPRKLKCTFTSPKTPEHEGRYYECDVLPFMEIGSVAHKFYLLNIRLPVNEKKKINVGIGEIKDIRLVGIHQNGGFTKVWFAMKTFLTPSIFIIMVWYWRRITMMSRPPVLLEKVIFALGISMTFINIPVEWFSIGFDWTWMLLFG.... Result: 1 (interaction).